From a dataset of Full USPTO retrosynthesis dataset with 1.9M reactions from patents (1976-2016). Predict the reactants needed to synthesize the given product. (1) Given the product [CH2:35]([N:36]([CH2:31][CH3:32])[C:17]([C:16]1[CH:20]=[CH:21][C:13]([C:6]2[CH:7]=[C:8]3[C:12](=[C:4]([C:2]([NH2:1])=[O:3])[CH:5]=2)[NH:11][CH:10]=[CH:9]3)=[CH:14][CH:15]=1)=[O:18])[CH3:34], predict the reactants needed to synthesize it. The reactants are: [NH2:1][C:2]([C:4]1[CH:5]=[C:6]([C:13]2[CH:21]=[CH:20][C:16]([C:17](O)=[O:18])=[CH:15][CH:14]=2)[CH:7]=[C:8]2[C:12]=1[NH:11][CH:10]=[CH:9]2)=[O:3].CN(C(ON1N=N[C:32]2C=[CH:34][CH:35]=[N:36][C:31]1=2)=[N+](C)C)C.F[P-](F)(F)(F)(F)F.CCN(C(C)C)C(C)C. (2) Given the product [C:23]([O:22][C:20]([N:18]1[CH:19]=[C:15]([C:29]2[CH:34]=[N:33][CH:32]=[C:31]([NH2:35])[CH:30]=2)[CH:16]=[N:17]1)=[O:21])([CH3:24])([CH3:25])[CH3:26], predict the reactants needed to synthesize it. The reactants are: C(=O)([O-])[O-].[Na+].[Na+].CC1(C)C(C)(C)OB([C:15]2[CH:16]=[N:17][N:18]([C:20]([O:22][C:23]([CH3:26])([CH3:25])[CH3:24])=[O:21])[CH:19]=2)O1.Br[C:29]1[CH:30]=[C:31]([NH2:35])[CH:32]=[N:33][CH:34]=1. (3) Given the product [Cl:1][C:2]1[C:7]([C:8]([F:10])([F:9])[F:11])=[CH:6][CH:5]=[CH:4][C:3]=1[C:12]([N:14]1[CH2:19][CH2:18][N:17]([C:20]2[CH:21]=[CH:22][CH:23]=[C:24]([N:26]3[CH2:27][CH2:28][CH2:29][CH2:30]3)[C:25]=2[CH3:34])[C:16](=[O:32])[CH2:15]1)=[O:13], predict the reactants needed to synthesize it. The reactants are: [Cl:1][C:2]1[C:7]([C:8]([F:11])([F:10])[F:9])=[CH:6][CH:5]=[CH:4][C:3]=1[C:12]([N:14]1[CH2:19][CH2:18][N:17]([C:20]2[CH:25]=[C:24]([N:26]3[CH2:30][CH2:29][CH2:28][CH2:27]3)[CH:23]=[CH:22][C:21]=2C)[C:16](=[O:32])[CH2:15]1)=[O:13].Br[C:34]1C(C)=C(C=CC=1)N. (4) Given the product [C:3]([C:2]([NH:1][C:16](=[O:17])[O:18][CH2:19][C:20]1[CH:25]=[CH:24][CH:23]=[CH:22][CH:21]=1)([CH2:5][CH2:6][CH3:7])[CH3:8])#[N:4], predict the reactants needed to synthesize it. The reactants are: [NH2:1][C:2]([CH3:8])([CH2:5][CH2:6][CH3:7])[C:3]#[N:4].C(=O)([O-])[O-].[K+].[K+].Cl[C:16]([O:18][CH2:19][C:20]1[CH:25]=[CH:24][CH:23]=[CH:22][CH:21]=1)=[O:17]. (5) Given the product [Cl:19][C:16]1[CH:17]=[CH:18][C:13]([O:12][C:9]2[CH:8]=[CH:7][C:6]([CH2:5][CH2:4][O:3][C:1]3[NH:2][CH:28]=[C:27]([CH2:32][C:33]([O:35][CH3:36])=[O:34])[C:25](=[O:26])[N:24]=3)=[CH:11][CH:10]=2)=[CH:14][C:15]=1[C:20]([F:23])([F:22])[F:21], predict the reactants needed to synthesize it. The reactants are: [C:1](=[NH:24])([O:3][CH2:4][CH2:5][C:6]1[CH:11]=[CH:10][C:9]([O:12][C:13]2[CH:18]=[CH:17][C:16]([Cl:19])=[C:15]([C:20]([F:23])([F:22])[F:21])[CH:14]=2)=[CH:8][CH:7]=1)[NH2:2].[CH:25]([CH:27]([CH2:32][C:33]([O:35][CH3:36])=[O:34])[C:28](OC)=O)=[O:26].C([O-])([O-])=O.[K+].[K+].